This data is from Forward reaction prediction with 1.9M reactions from USPTO patents (1976-2016). The task is: Predict the product of the given reaction. (1) Given the reactants [F:1][C:2]1[CH:3]=[C:4]([CH:10]=[C:11]([F:13])[CH:12]=1)[C@H:5]([OH:9])[C:6]([OH:8])=O.Cl.[NH2:15][C@H:16]([C:20]([NH:22][N:23]1[C:29](=[O:30])[CH:28]([CH3:31])[C:27]2[CH:32]=[CH:33][C:34]([F:36])=[CH:35][C:26]=2[C:25]2[CH:37]=[CH:38][CH:39]=[CH:40][C:24]1=2)=[O:21])[CH:17]([CH3:19])[CH3:18], predict the reaction product. The product is: [F:13][C:11]1[CH:10]=[C:4]([CH:3]=[C:2]([F:1])[CH:12]=1)[C@H:5]([OH:9])[C:6]([NH:15][C@H:16]([C:20]([NH:22][N:23]1[C:29](=[O:30])[CH:28]([CH3:31])[C:27]2[CH:32]=[CH:33][C:34]([F:36])=[CH:35][C:26]=2[C:25]2[CH:37]=[CH:38][CH:39]=[CH:40][C:24]1=2)=[O:21])[CH:17]([CH3:19])[CH3:18])=[O:8]. (2) The product is: [F:46][C:2]([F:1])([F:45])[C:3]1[CH:4]=[C:5]([C@H:13]2[O:17][C:16](=[O:18])[N:15]([CH2:19][C:20]3[C:25]([C:26]4[S:30][C:29]([C:31]5[CH:39]=[CH:38][C:34]([C:35]([OH:37])=[O:36])=[CH:33][C:32]=5[CH3:40])=[N:28][C:27]=4[CH3:41])=[CH:24][N:23]=[C:22]([S:47]([CH3:55])(=[O:52])=[O:48])[N:21]=3)[C@H:14]2[CH3:44])[CH:6]=[C:7]([C:9]([F:12])([F:11])[F:10])[CH:8]=1. Given the reactants [F:1][C:2]([F:46])([F:45])[C:3]1[CH:4]=[C:5]([C@H:13]2[O:17][C:16](=[O:18])[N:15]([CH2:19][C:20]3[C:25]([C:26]4[S:30][C:29]([C:31]5[CH:39]=[CH:38][C:34]([C:35]([OH:37])=[O:36])=[CH:33][C:32]=5[CH3:40])=[N:28][C:27]=4[CH3:41])=[CH:24][N:23]=[C:22](SC)[N:21]=3)[C@H:14]2[CH3:44])[CH:6]=[C:7]([C:9]([F:12])([F:11])[F:10])[CH:8]=1.[S:47]([O-:52])(O[O-])(=O)=[O:48].[K+].[K+].[CH3:55]OC(C)(C)C, predict the reaction product. (3) Given the reactants [CH3:1][O:2][C:3]1[CH:4]=[C:5]2[C:10](=[CH:11][CH:12]=1)[CH:9]=[C:8]([S:13]([O-:16])(=O)=[O:14])[CH:7]=[CH:6]2.[Na+].S(Cl)([Cl:20])=O, predict the reaction product. The product is: [CH3:1][O:2][C:3]1[CH:4]=[C:5]2[C:10](=[CH:11][CH:12]=1)[CH:9]=[C:8]([S:13]([Cl:20])(=[O:16])=[O:14])[CH:7]=[CH:6]2. (4) Given the reactants [CH3:1][O:2][C:3]1[CH:12]=[C:11]([CH3:13])[C:10]2[NH:9][C:8](=[O:14])[C:7]3[S:15][CH:16]=[CH:17][C:6]=3[C:5]=2[C:4]=1[C:18]1[CH:23]=[CH:22][C:21]([CH:24]2[CH2:29][CH2:28][CH2:27][N:26](C(OC(C)(C)C)=O)[CH2:25]2)=[CH:20][CH:19]=1.[ClH:37], predict the reaction product. The product is: [ClH:37].[CH3:1][O:2][C:3]1[CH:12]=[C:11]([CH3:13])[C:10]2[NH:9][C:8](=[O:14])[C:7]3[S:15][CH:16]=[CH:17][C:6]=3[C:5]=2[C:4]=1[C:18]1[CH:19]=[CH:20][C:21]([CH:24]2[CH2:29][CH2:28][CH2:27][NH:26][CH2:25]2)=[CH:22][CH:23]=1. (5) Given the reactants [NH2:1][C:2]([CH3:13])([CH3:12])[CH2:3][NH:4][C:5](=[O:11])[O:6][C:7]([CH3:10])([CH3:9])[CH3:8].Cl[CH2:15][C:16]([O:18][CH3:19])=[O:17].C(=O)([O-])[O-].[K+].[K+], predict the reaction product. The product is: [C:7]([O:6][C:5]([NH:4][CH2:3][C:2]([NH:1][CH2:15][C:16]([O:18][CH3:19])=[O:17])([CH3:13])[CH3:12])=[O:11])([CH3:8])([CH3:10])[CH3:9]. (6) Given the reactants [CH:1]([O:4][C:5]1[CH:10]=[CH:9][CH:8]=[CH:7][C:6]=1[C:11]1([CH3:18])[NH:15][C:14](=[O:16])[NH:13][C:12]1=[O:17])([CH3:3])[CH3:2].Br[CH2:20][C:21]([C:23]1[CH:28]=[CH:27][CH:26]=[CH:25][CH:24]=1)=[O:22], predict the reaction product. The product is: [CH:1]([O:4][C:5]1[CH:10]=[CH:9][CH:8]=[CH:7][C:6]=1[C:11]1([CH3:18])[NH:15][C:14](=[O:16])[N:13]([CH2:20][C:21](=[O:22])[C:23]2[CH:28]=[CH:27][CH:26]=[CH:25][CH:24]=2)[C:12]1=[O:17])([CH3:3])[CH3:2].